From a dataset of Retrosynthesis with 50K atom-mapped reactions and 10 reaction types from USPTO. Predict the reactants needed to synthesize the given product. (1) Given the product c1ccc(SC2CCCCC2)cc1, predict the reactants needed to synthesize it. The reactants are: Ic1ccccc1.SC1CCCCC1. (2) Given the product COC(=O)c1cc(S(C)(=O)=O)c(NS(=O)(=O)c2sc3ccc(Cl)cc3c2C)cc1C, predict the reactants needed to synthesize it. The reactants are: COC(=O)c1cc(S(C)(=O)=O)c(N)cc1C.Cc1c(S(=O)(=O)Cl)sc2ccc(Cl)cc12. (3) Given the product Oc1ccc2cccc(Nc3nc4cc(C(F)(F)F)ccc4n3CCc3ccccc3)c2c1, predict the reactants needed to synthesize it. The reactants are: FC(F)(F)c1ccc2c(c1)nc(Cl)n2CCc1ccccc1.Nc1cccc2ccc(O)cc12. (4) Given the product CC#CC(=O)N[C@H]1CC[C@H](CCN2CCC(c3cccc4c3CCO4)CC2)CC1, predict the reactants needed to synthesize it. The reactants are: CC#CC(=O)O.N[C@H]1CC[C@H](CCN2CCC(c3cccc4c3CCO4)CC2)CC1. (5) Given the product CC(=O)Nc1cn2nc(-c3cnc(Cl)c(NS(=O)(=O)c4ccc(F)cc4Cl)c3)ccc2n1, predict the reactants needed to synthesize it. The reactants are: CC(=O)Nc1cn2nc(B3OC(C)(C)C(C)(C)O3)ccc2n1.O=S(=O)(Nc1cc(Br)cnc1Cl)c1ccc(F)cc1Cl. (6) Given the product N#Cc1ccc(Oc2ccc3c(c2)CCN(C2CCC2)CC3)c(F)c1, predict the reactants needed to synthesize it. The reactants are: N#Cc1ccc(F)c(F)c1.Oc1ccc2c(c1)CCN(C1CCC1)CC2. (7) Given the product COC(=O)N[C@@H](CNC(N)=O)C(=O)O, predict the reactants needed to synthesize it. The reactants are: COC(=O)Cl.NC(=O)NCC(N)C(=O)O. (8) The reactants are: CC(=O)N1CCNCC1.Cc1ccc(N(C)S(=O)(=O)c2cccs2)c2[nH]c(-c3ncc(CCl)s3)cc12. Given the product CC(=O)N1CCN(Cc2cnc(-c3cc4c(C)ccc(N(C)S(=O)(=O)c5cccs5)c4[nH]3)s2)CC1, predict the reactants needed to synthesize it. (9) Given the product CCCCC(Cc1ccc(OCCNC(=O)c2c[nH]c3ccccc23)cc1)C(=O)O, predict the reactants needed to synthesize it. The reactants are: CCCCC(Cc1ccc(OCCNC(=O)c2c[nH]c3ccccc23)cc1)C(=O)OCC.